This data is from CYP1A2 inhibition data for predicting drug metabolism from PubChem BioAssay. The task is: Regression/Classification. Given a drug SMILES string, predict its absorption, distribution, metabolism, or excretion properties. Task type varies by dataset: regression for continuous measurements (e.g., permeability, clearance, half-life) or binary classification for categorical outcomes (e.g., BBB penetration, CYP inhibition). Dataset: cyp1a2_veith. (1) The result is 1 (inhibitor). The molecule is CN1CCN(c2ccc([N+](=O)[O-])cc2C(=O)c2ccc(Br)cc2)CC1. (2) The drug is CC(=O)Nc1ccc(-c2cn3cccnc3n2)cc1. The result is 1 (inhibitor). (3) The compound is CCOC(=O)c1c(NC(=O)CSc2nnc(C)s2)sc2c1CCCCC2. The result is 1 (inhibitor). (4) The drug is COc1cccc(Cn2c(=O)c(C)nc3cnc(Nc4ccccc4)nc32)c1. The result is 0 (non-inhibitor). (5) The molecule is COC(=O)CNC(=O)CCCCC(=O)NCC(=O)OC. The result is 0 (non-inhibitor). (6) The drug is NCCc1cnc[nH]1. The result is 0 (non-inhibitor). (7) The result is 0 (non-inhibitor). The drug is CCOC(=O)C(C)(C)[C@H](O)C(C)C.